Dataset: Full USPTO retrosynthesis dataset with 1.9M reactions from patents (1976-2016). Task: Predict the reactants needed to synthesize the given product. (1) The reactants are: CO[C:3](=[O:16])[CH2:4][CH2:5][CH2:6][CH2:7][CH2:8][CH2:9][C:10](=[O:15])[C:11]([F:14])([F:13])[F:12].O[Li].O.Cl.C(Cl)CCl.[NH2:25][C:26]1[CH:31]=[CH:30][CH:29]=[CH:28][CH:27]=1. Given the product [C:26]1([NH:25][C:3](=[O:16])[CH2:4][CH2:5][CH2:6][CH2:7][CH2:8][CH2:9][C:10](=[O:15])[C:11]([F:12])([F:13])[F:14])[CH:31]=[CH:30][CH:29]=[CH:28][CH:27]=1, predict the reactants needed to synthesize it. (2) Given the product [F:4][C:5]1[C:10]([F:11])=[CH:9][CH:8]=[CH:7][C:6]=1[C@H:12]1[CH2:18][N:17]2[C:19]([CH:22]=[O:2])=[CH:20][N:21]=[C:16]2[C@H:15]([NH:23][C:24](=[O:30])[O:25][C:26]([CH3:27])([CH3:29])[CH3:28])[CH2:14][CH2:13]1, predict the reactants needed to synthesize it. The reactants are: [Se](=O)=[O:2].[F:4][C:5]1[C:10]([F:11])=[CH:9][CH:8]=[CH:7][C:6]=1[C@H:12]1[CH2:18][N:17]2[C:19]([CH3:22])=[CH:20][N:21]=[C:16]2[C@H:15]([NH:23][C:24](=[O:30])[O:25][C:26]([CH3:29])([CH3:28])[CH3:27])[CH2:14][CH2:13]1. (3) Given the product [Cl:1][C:2]1[N:3]=[C:4]([C:9]([NH:11][C@H:12]2[CH2:17][CH2:16][N:15]([C:18]3[O:19][C:20]([CH:30]([CH3:31])[CH3:32])=[C:21]([C:23]([OH:25])=[O:24])[N:22]=3)[CH2:14][C@H:13]2[O:33][CH3:34])=[O:10])[NH:5][C:6]=1[CH2:7][CH3:8], predict the reactants needed to synthesize it. The reactants are: [Cl:1][C:2]1[N:3]=[C:4]([C:9]([NH:11][C@H:12]2[CH2:17][CH2:16][N:15]([C:18]3[O:19][C:20]([CH:30]([CH3:32])[CH3:31])=[C:21]([C:23]([O:25]CCCC)=[O:24])[N:22]=3)[CH2:14][C@H:13]2[O:33][CH3:34])=[O:10])[NH:5][C:6]=1[CH2:7][CH3:8].[OH-].[Li+].CO. (4) The reactants are: [CH3:1][C:2]1[CH:3]=[N:4][CH:5]=[CH:6][C:7]=1[NH2:8].[C:9](O[C:9]([O:11][C:12]([CH3:15])([CH3:14])[CH3:13])=[O:10])([O:11][C:12]([CH3:15])([CH3:14])[CH3:13])=[O:10]. Given the product [C:9]([C:3]1[C:2]([CH3:1])=[C:7]([NH2:8])[CH:6]=[CH:5][N:4]=1)([O:11][C:12]([CH3:15])([CH3:14])[CH3:13])=[O:10], predict the reactants needed to synthesize it. (5) Given the product [CH3:36][O:35][C:32]1[N:31]=[CH:30][C:29]([CH2:28][C:23]2[C:21](=[O:22])[N:20]=[C:1]([O:3][CH2:4][CH2:5][C:6]3[CH:7]=[CH:8][C:9]([O:12][C:13]4[CH:18]=[CH:17][CH:16]=[C:15]([CH3:19])[N:14]=4)=[CH:10][CH:11]=3)[NH:2][CH:24]=2)=[CH:34][N:33]=1, predict the reactants needed to synthesize it. The reactants are: [C:1](=[NH:20])([O:3][CH2:4][CH2:5][C:6]1[CH:11]=[CH:10][C:9]([O:12][C:13]2[CH:18]=[CH:17][CH:16]=[C:15]([CH3:19])[N:14]=2)=[CH:8][CH:7]=1)[NH2:2].[CH:21]([CH:23]([CH2:28][C:29]1[CH:30]=[N:31][C:32]([O:35][CH3:36])=[N:33][CH:34]=1)[C:24](OC)=O)=[O:22].C([O-])([O-])=O.[K+].[K+]. (6) Given the product [CH3:23][O:22][C:20](=[O:21])[NH:11][S:8]([C:3]1[CH:4]=[CH:5][CH:6]=[CH:7][C:2]=1[Cl:1])(=[O:10])=[O:9], predict the reactants needed to synthesize it. The reactants are: [Cl:1][C:2]1[CH:7]=[CH:6][CH:5]=[CH:4][C:3]=1[S:8]([NH2:11])(=[O:10])=[O:9].C(N(CC)CC)C.Cl[C:20]([O:22][CH3:23])=[O:21].